From a dataset of Forward reaction prediction with 1.9M reactions from USPTO patents (1976-2016). Predict the product of the given reaction. (1) Given the reactants [Cl:1][C:2]1[CH:7]=[CH:6][C:5]([C:8]2[CH:13]=[CH:12][C:11]([C:14](C)=[CH:15][CH2:16][OH:17])=[CH:10][CH:9]=2)=[CH:4][CH:3]=1.CN(C1C=CC2N=C3C(=CC(C=C3)=[N+](C)C)SC=2C=1)C.[C:39]1(=[O:45])[CH2:44][CH2:43][CH2:42][CH2:41][CH2:40]1.[O:46]1[CH2:51]CCOO1, predict the reaction product. The product is: [Cl:1][C:2]1[CH:3]=[CH:4][C:5]([C:8]2[CH:9]=[CH:10][C:11]([CH:14]=[CH:15][CH:16]3[CH2:51][O:46][C:39]4([CH2:44][CH2:43][CH2:42][CH2:41][CH2:40]4)[O:45][O:17]3)=[CH:12][CH:13]=2)=[CH:6][CH:7]=1. (2) Given the reactants [Cl:1][C:2]1[S:3][C:4]([Cl:21])=[CH:5][C:6]=1[S:7]([NH:10][C:11]1[CH:19]=[CH:18][C:14]([C:15]([OH:17])=[O:16])=[C:13]([OH:20])[CH:12]=1)(=[O:9])=[O:8].O[CH:23]1[CH2:27][CH2:26][O:25][CH2:24]1, predict the reaction product. The product is: [Cl:1][C:2]1[S:3][C:4]([Cl:21])=[CH:5][C:6]=1[S:7]([NH:10][C:11]1[CH:19]=[CH:18][C:14]([C:15]([O:17][CH:23]2[CH2:27][CH2:26][O:25][CH2:24]2)=[O:16])=[C:13]([OH:20])[CH:12]=1)(=[O:9])=[O:8]. (3) Given the reactants [C:1]([N:4]([CH3:22])[N:5]([C:13]1[CH:18]=[CH:17][C:16]([CH2:19][C:20]#[N:21])=[CH:15][CH:14]=1)[C:6]([O:8][C:9]([CH3:12])([CH3:11])[CH3:10])=[O:7])(=[O:3])[CH3:2].[BH4-].[Na+], predict the reaction product. The product is: [C:1]([N:4]([CH3:22])[N:5]([C:13]1[CH:14]=[CH:15][C:16]([CH2:19][CH2:20][NH2:21])=[CH:17][CH:18]=1)[C:6]([O:8][C:9]([CH3:12])([CH3:11])[CH3:10])=[O:7])(=[O:3])[CH3:2]. (4) Given the reactants [Cl:1][C:2]1[N:10]=[C:9]2[C:5]([NH:6][CH:7]=[N:8]2)=[C:4](Cl)[N:3]=1.[NH:12]1[C:20]2[C:15](=[CH:16][CH:17]=[CH:18][CH:19]=2)[CH2:14][CH2:13]1, predict the reaction product. The product is: [Cl:1][C:2]1[N:10]=[C:9]2[C:5]([N:6]=[CH:7][NH:8]2)=[C:4]([N:12]2[C:20]3[C:15](=[CH:16][CH:17]=[CH:18][CH:19]=3)[CH2:14][CH2:13]2)[N:3]=1. (5) The product is: [C:41]([O:45][C:46](=[O:51])[NH:47][CH2:48][C:49]([C:25]1[CH:24]=[CH:23][C:22]2[CH:21]([NH:20][C:18](=[O:19])[CH2:17][CH:13]3[CH2:14][CH2:15][CH2:16][N:12]3[S:9]([C:5]3[CH:6]=[CH:7][CH:8]=[C:3]([C:2]([F:39])([F:40])[F:1])[CH:4]=3)(=[O:11])=[O:10])[CH2:30][CH2:29][CH2:28][C:27]=2[CH:26]=1)=[CH2:50])([CH3:44])([CH3:43])[CH3:42]. Given the reactants [F:1][C:2]([F:40])([F:39])[C:3]1[CH:4]=[C:5]([S:9]([N:12]2[CH2:16][CH2:15][CH2:14][CH:13]2[CH2:17][C:18]([NH:20][CH:21]2[CH2:30][CH2:29][CH2:28][C:27]3[CH:26]=[C:25](OS(C(F)(F)F)(=O)=O)[CH:24]=[CH:23][C:22]2=3)=[O:19])(=[O:11])=[O:10])[CH:6]=[CH:7][CH:8]=1.[C:41]([O:45][C:46](=[O:51])[NH:47][CH2:48][CH:49]=[CH2:50])([CH3:44])([CH3:43])[CH3:42].C([O-])([O-])=O.[K+].[K+], predict the reaction product.